From a dataset of Reaction yield outcomes from USPTO patents with 853,638 reactions. Predict the reaction yield, written as a fraction of the theoretical maximum amount of product (1.0 means a 100% yield; for example, 0.34 means a 34% yield). (1) The reactants are [CH3:1][O:2][CH2:3][CH2:4][O:5][C:6]1[CH:39]=[CH:38][C:9]([CH2:10][O:11][C:12]2[CH:17]=[CH:16][CH:15]=[CH:14][C:13]=2[C:18]2[N:23]=[C:22]([N:24]3[C:28]([C:29]([F:32])([F:31])[F:30])=[C:27]([C:33]([O:35]CC)=[O:34])[CH:26]=[N:25]3)[CH:21]=[CH:20][CH:19]=2)=[CH:8][CH:7]=1.[OH-].[Na+]. The catalyst is CCO. The product is [CH3:1][O:2][CH2:3][CH2:4][O:5][C:6]1[CH:7]=[CH:8][C:9]([CH2:10][O:11][C:12]2[CH:17]=[CH:16][CH:15]=[CH:14][C:13]=2[C:18]2[N:23]=[C:22]([N:24]3[C:28]([C:29]([F:30])([F:31])[F:32])=[C:27]([C:33]([OH:35])=[O:34])[CH:26]=[N:25]3)[CH:21]=[CH:20][CH:19]=2)=[CH:38][CH:39]=1. The yield is 0.770. (2) The reactants are [CH3:1][C:2]([C@@H:4]1[C@@:8]2([CH3:23])[CH2:9][CH2:10][C@@H:11]3[C@:21]4([CH3:22])[C:15](=[CH:16][C:17]([CH2:19][CH2:20]4)=[O:18])[CH2:14][CH2:13][C@H:12]3[C@@H:7]2[CH2:6][CH2:5]1)=[O:3].[BH4-].[Na+].C1CCCCC1.CCOC(C)=O. The catalyst is CO.C1COCC1. The product is [CH3:1][CH:2]([OH:3])[C@@H:4]1[C@:8]2([CH3:23])[C@H:7]([C@H:12]3[C@H:11]([CH2:10][CH2:9]2)[C@:21]2([CH3:22])[C:15](=[CH:16][C@@H:17]([OH:18])[CH2:19][CH2:20]2)[CH2:14][CH2:13]3)[CH2:6][CH2:5]1. The yield is 0.340. (3) The reactants are Cl[C:2]1[N:7]=[CH:6][C:5]([CH:8]([CH3:11])[C:9]#[N:10])=[CH:4][CH:3]=1.C(N(CC)CC)C.[CH3:19][O:20][CH2:21][CH2:22][NH:23]C. The product is [CH3:19][O:20][CH2:21][CH2:22][NH:23][C:2]1[N:7]=[CH:6][C:5]([CH:8]([CH3:11])[C:9]#[N:10])=[CH:4][CH:3]=1. The yield is 0.400. The catalyst is CS(C)=O.O. (4) The reactants are [CH3:1][O:2][C:3]1[CH:8]=[CH:7][C:6]([C:9]2[S:18][C:12]3[C:13](=[O:17])[NH:14][CH2:15][CH2:16][C:11]=3[CH:10]=2)=[CH:5][CH:4]=1.Br[C:20]1[CH:33]=[CH:32][C:23]([O:24][CH2:25][CH2:26][N:27]2[CH2:31][CH2:30][CH2:29][CH2:28]2)=[C:22]([O:34][CH3:35])[CH:21]=1.CNCCNC.C([O-])([O-])=O.[K+].[K+].[ClH:48].CCO. The catalyst is C1(C)C=CC=CC=1.CCOC(C)=O.CO.[Cu]I. The product is [ClH:48].[CH3:1][O:2][C:3]1[CH:8]=[CH:7][C:6]([C:9]2[S:18][C:12]3[C:13](=[O:17])[N:14]([C:20]4[CH:33]=[CH:32][C:23]([O:24][CH2:25][CH2:26][N:27]5[CH2:28][CH2:29][CH2:30][CH2:31]5)=[C:22]([O:34][CH3:35])[CH:21]=4)[CH2:15][CH2:16][C:11]=3[CH:10]=2)=[CH:5][CH:4]=1. The yield is 1.00. (5) The reactants are Br[CH2:2][C:3]([C:5]1[C:10]([CH3:11])=[CH:9][C:8]([O:12][C:13]2[CH:18]=[CH:17][C:16]([O:19][CH2:20][CH2:21][CH2:22][O:23][CH3:24])=[CH:15][CH:14]=2)=[CH:7][C:6]=1[CH3:25])=O.[NH2:26][C:27]([NH2:29])=[S:28]. The catalyst is CCO. The product is [CH3:24][O:23][CH2:22][CH2:21][CH2:20][O:19][C:16]1[CH:17]=[CH:18][C:13]([O:12][C:8]2[CH:9]=[C:10]([CH3:11])[C:5]([C:3]3[N:26]=[C:27]([NH2:29])[S:28][CH:2]=3)=[C:6]([CH3:25])[CH:7]=2)=[CH:14][CH:15]=1. The yield is 0.900. (6) The reactants are [NH2:1][C:2]1[CH:7]=[CH:6][CH:5]=[C:4]([OH:8])[C:3]=1[NH:9][C:10]([NH:12][C:13]1[C:18]([Cl:19])=[CH:17][CH:16]=[CH:15][C:14]=1[Cl:20])=S.CI. The catalyst is C(O)C. The product is [ClH:19].[Cl:20][C:14]1[CH:15]=[CH:16][CH:17]=[C:18]([Cl:19])[C:13]=1[NH:12][C:10]1[NH:1][C:2]2[CH:7]=[CH:6][CH:5]=[C:4]([OH:8])[C:3]=2[N:9]=1. The yield is 0.470.